From a dataset of Catalyst prediction with 721,799 reactions and 888 catalyst types from USPTO. Predict which catalyst facilitates the given reaction. (1) Reactant: C(O[C:6](=O)[N:7]([CH:9]1[CH2:14][CH2:13][CH:12]([N:15]([C:37]([C:39]2[S:43][C:42]3[C:44]([F:49])=[CH:45][CH:46]=[C:47]([F:48])[C:41]=3[C:40]=2[Cl:50])=[O:38])[CH2:16][C:17]2[CH:18]=[C:19]([C:25]3[CH:30]=[CH:29][C:28]([N:31]([S:33]([CH3:36])(=[O:35])=[O:34])[CH3:32])=[CH:27][CH:26]=3)[CH:20]=[CH:21][C:22]=2[O:23][CH3:24])[CH2:11][CH2:10]1)C)(C)(C)C.CCCCCC. Product: [ClH:50].[CH3:36][S:33]([N:31]([CH3:32])[C:28]1[CH:29]=[CH:30][C:25]([C:19]2[CH:20]=[CH:21][C:22]([O:23][CH3:24])=[C:17]([CH2:16][N:15]([CH:12]3[CH2:11][CH2:10][CH:9]([NH:7][CH3:6])[CH2:14][CH2:13]3)[C:37]([C:39]3[S:43][C:42]4[C:44]([F:49])=[CH:45][CH:46]=[C:47]([F:48])[C:41]=4[C:40]=3[Cl:50])=[O:38])[CH:18]=2)=[CH:26][CH:27]=1)(=[O:34])=[O:35]. The catalyst class is: 2. (2) Reactant: [H-].[Na+].[CH2:3]1[C:9]2[CH:10]=[CH:11][CH:12]=[CH:13][C:8]=2[CH2:7][CH2:6][C:5](=[O:14])[NH:4]1.[CH3:15]I. Product: [CH3:15][N:4]1[C:5](=[O:14])[CH2:6][CH2:7][C:8]2[CH:13]=[CH:12][CH:11]=[CH:10][C:9]=2[CH2:3]1. The catalyst class is: 1. (3) Reactant: C([O:3][C:4]([C:6]1([S:24]([C:27]2[CH:32]=[CH:31][C:30]([O:33][CH3:34])=[CH:29][CH:28]=2)(=[O:26])=[O:25])[CH2:11][CH2:10][N:9]([CH2:12][C:13]2[CH:18]=[CH:17][C:16]([C:19]3[S:20][CH:21]=[CH:22][CH:23]=3)=[CH:15][CH:14]=2)[CH2:8][CH2:7]1)=[O:5])C. Product: [CH3:34][O:33][C:30]1[CH:29]=[CH:28][C:27]([S:24]([C:6]2([C:4]([OH:5])=[O:3])[CH2:11][CH2:10][N:9]([CH2:12][C:13]3[CH:18]=[CH:17][C:16]([C:19]4[S:20][CH:21]=[CH:22][CH:23]=4)=[CH:15][CH:14]=3)[CH2:8][CH2:7]2)(=[O:26])=[O:25])=[CH:32][CH:31]=1. The catalyst class is: 702. (4) Reactant: S([O-])([O-])(=O)=O.C([N+](CCCC)(CCCC)CCCC)CCC.C([N+](CCCC)(CCCC)CCCC)CCC.[OH-].[Na+].[C:42]([O:46][C:47](=[O:63])[CH2:48][N:49]=[C:50]([C:57]1[CH:62]=[CH:61][CH:60]=[CH:59][CH:58]=1)[C:51]1[CH:56]=[CH:55][CH:54]=[CH:53][CH:52]=1)([CH3:45])([CH3:44])[CH3:43].Br[CH2:65][C:66]1[CH:71]=[C:70]([O:72][CH3:73])[CH:69]=[CH:68][C:67]=1[F:74]. Product: [C:42]([O:46][C:47](=[O:63])[CH:48]([N:49]=[C:50]([C:51]1[CH:52]=[CH:53][CH:54]=[CH:55][CH:56]=1)[C:57]1[CH:58]=[CH:59][CH:60]=[CH:61][CH:62]=1)[CH2:65][C:66]1[CH:71]=[C:70]([O:72][CH3:73])[CH:69]=[CH:68][C:67]=1[F:74])([CH3:45])([CH3:43])[CH3:44]. The catalyst class is: 363. (5) Reactant: [NH2:1][C:2]1[C:3]([OH:31])=[CH:4][C:5]([C:8]([NH:10][C@@H:11]([C:19]2[CH:24]=[CH:23][C:22]([O:25][C:26]([F:29])([F:28])[F:27])=[C:21]([F:30])[CH:20]=2)[C:12]2[C:17]([F:18])=[CH:16][CH:15]=[CH:14][N:13]=2)=[O:9])=[N:6][CH:7]=1.Cl[C:33](Cl)([O:35]C(=O)OC(Cl)(Cl)Cl)Cl.CCOC(C)=O. Product: [F:30][C:21]1[CH:20]=[C:19]([C@@H:11]([C:12]2[C:17]([F:18])=[CH:16][CH:15]=[CH:14][N:13]=2)[NH:10][C:8]([C:5]2[N:6]=[CH:7][C:2]3[NH:1][C:33](=[O:35])[O:31][C:3]=3[CH:4]=2)=[O:9])[CH:24]=[CH:23][C:22]=1[O:25][C:26]([F:27])([F:29])[F:28]. The catalyst class is: 134.